Dataset: Forward reaction prediction with 1.9M reactions from USPTO patents (1976-2016). Task: Predict the product of the given reaction. (1) Given the reactants Cl.[CH3:2][O:3][C:4]([C:6]1[CH:11]=[CH:10][C:9]([C:12]2[CH2:16][C:15]3([CH2:21][CH2:20][NH2+:19][CH2:18][CH2:17]3)[O:14][N:13]=2)=[CH:8][CH:7]=1)=[O:5].C([BH3-])#N.[Br:25][C:26]1[CH:27]=[C:28]([CH:31]=[CH:32][C:33]=1[Cl:34])[CH:29]=O.CC(O)=O, predict the reaction product. The product is: [Br:25][C:26]1[CH:27]=[C:28]([CH:31]=[CH:32][C:33]=1[Cl:34])[CH2:29][N:19]1[CH2:20][CH2:21][C:15]2([O:14][N:13]=[C:12]([C:9]3[CH:10]=[CH:11][C:6]([C:4]([O:3][CH3:2])=[O:5])=[CH:7][CH:8]=3)[CH2:16]2)[CH2:17][CH2:18]1. (2) Given the reactants C([O:3][C:4](=[O:25])[CH2:5][CH2:6][C:7]1[CH:12]=[CH:11][C:10]([S:13][CH2:14][CH2:15][C@H:16]([O:18]S(C)(=O)=O)[CH3:17])=[CH:9][C:8]=1[CH2:23][CH3:24])C.[C:26]1([CH3:44])[CH:31]=[CH:30][CH:29]=[CH:28][C:27]=1[O:32][C:33]1[CH:38]=[C:37]([C:39]([F:42])([F:41])[F:40])[CH:36]=[CH:35][C:34]=1O, predict the reaction product. The product is: [CH2:23]([C:8]1[CH:9]=[C:10]([S:13][CH2:14][CH2:15][C@@H:16]([O:18][C:34]2[CH:35]=[CH:36][C:37]([C:39]([F:41])([F:40])[F:42])=[CH:38][C:33]=2[O:32][C:27]2[CH:28]=[CH:29][CH:30]=[CH:31][C:26]=2[CH3:44])[CH3:17])[CH:11]=[CH:12][C:7]=1[CH2:6][CH2:5][C:4]([OH:3])=[O:25])[CH3:24]. (3) Given the reactants C(=[N:14][NH:15][C:16]1[CH:20]=[CH:19][S:18][C:17]=1[C:21]([C:23]1[N:27](COCC2C=CC=CC=2)[C:26]2[CH:37]=[C:38]([O:41][CH3:42])[CH:39]=[CH:40][C:25]=2[N:24]=1)=O)(C1C=CC=CC=1)C1C=CC=CC=1.Cl.C(O)C.C(=O)([O-])[O-].[K+].[K+], predict the reaction product. The product is: [CH3:42][O:41][C:38]1[CH:39]=[CH:40][C:25]2[N:24]=[C:23]([C:21]3[C:17]4[S:18][CH:19]=[CH:20][C:16]=4[NH:15][N:14]=3)[NH:27][C:26]=2[CH:37]=1. (4) Given the reactants C(O)(=O)C(C(C(O)=O)O)O.[CH2:11]([O:18][CH2:19][CH2:20][C@H:21]1[CH2:26][CH2:25][C@H:24]([C@H:27]2[CH2:31][CH2:30][CH2:29][NH:28]2)[CH2:23][CH2:22]1)[C:12]1[CH:17]=[CH:16][CH:15]=[CH:14][CH:13]=1, predict the reaction product. The product is: [CH2:11]([O:18][CH2:19][CH2:20][C@H:21]1[CH2:26][CH2:25][C@H:24]([C@H:27]2[CH2:31][CH2:30][CH2:29][NH:28]2)[CH2:23][CH2:22]1)[C:12]1[CH:17]=[CH:16][CH:15]=[CH:14][CH:13]=1. (5) The product is: [CH3:16][O:17][C:18]1[C:25]([O:26][CH3:27])=[CH:24][C:21]([CH:22]([O:23][CH3:12])[C:2]#[C:1][C:3]2[CH:10]=[CH:9][C:6]([C:7]#[N:8])=[CH:5][CH:4]=2)=[C:20]([C:28]#[C:29][C:30]2[CH:35]=[CH:34][CH:33]=[CH:32][CH:31]=2)[CH:19]=1.[CH3:16][O:17][C:18]1[C:25]([O:26][CH3:27])=[CH:24][C:21]([CH:22]([O:23][CH3:37])[C:7]#[C:6][C:9]2[CH:40]=[CH:39][C:38]([C:42](=[O:41])[CH2:12][CH2:13][CH2:14][CH3:15])=[CH:3][CH:10]=2)=[C:20]([C:28]#[C:29][C:30]2[CH:35]=[CH:34][CH:33]=[CH:32][CH:31]=2)[CH:19]=1. Given the reactants [C:1]([C:3]1[CH:10]=[CH:9][C:6]([C:7]#[N:8])=[CH:5][CH:4]=1)#[CH:2].[Li][CH2:12][CH2:13][CH2:14][CH3:15].[CH3:16][O:17][C:18]1[C:25]([O:26][CH3:27])=[CH:24][C:21]([CH:22]=[O:23])=[C:20]([C:28]#[C:29][C:30]2[CH:35]=[CH:34][CH:33]=[CH:32][CH:31]=2)[CH:19]=1.I[CH3:37].[CH2:38]1[CH2:42][O:41][CH2:40][CH2:39]1, predict the reaction product. (6) Given the reactants C(OC(=O)[NH:7][C:8]1[CH:13]=[C:12]([N:14]([CH3:16])[CH3:15])[C:11]([C:17]([F:20])([F:19])[F:18])=[CH:10][C:9]=1[NH:21][C:22](=[O:45])[CH2:23][C:24](=O)[C:25]1[CH:30]=[CH:29][CH:28]=[C:27]([N:31]2[C:35]([CH2:36][O:37]C3CCCCO3)=[CH:34][N:33]=[N:32]2)[CH:26]=1)(C)(C)C.C(O)(C(F)(F)F)=O, predict the reaction product. The product is: [CH3:16][N:14]([CH3:15])[C:12]1[C:11]([C:17]([F:18])([F:19])[F:20])=[CH:10][C:9]2[NH:21][C:22](=[O:45])[CH2:23][C:24]([C:25]3[CH:30]=[CH:29][CH:28]=[C:27]([N:31]4[C:35]([CH2:36][OH:37])=[CH:34][N:33]=[N:32]4)[CH:26]=3)=[N:7][C:8]=2[CH:13]=1. (7) The product is: [C:3]([C:5]([CH3:35])([CH3:34])[C:6]1[CH:11]=[CH:10][C:9]([NH:12][C:13](=[O:24])[C:14]2[CH:19]=[CH:18][C:17]([O:20][CH3:21])=[C:16]([O:22][CH3:23])[CH:15]=2)=[CH:8][C:7]=1[OH:1])#[N:4]. Given the reactants [OH:1]O.[C:3]([C:5]([CH3:35])([CH3:34])[C:6]1[CH:11]=[CH:10][C:9]([NH:12][C:13](=[O:24])[C:14]2[CH:19]=[CH:18][C:17]([O:20][CH3:21])=[C:16]([O:22][CH3:23])[CH:15]=2)=[CH:8][C:7]=1B1OC(C)(C)C(C)(C)O1)#[N:4].O.C(Cl)Cl, predict the reaction product.